From a dataset of Reaction yield outcomes from USPTO patents with 853,638 reactions. Predict the reaction yield, written as a fraction of the theoretical maximum amount of product (1.0 means a 100% yield; for example, 0.34 means a 34% yield). (1) The reactants are [N+:1]([C:4]1[CH:12]=[CH:11][CH:10]=[C:9]2[C:5]=1CC[C:8]2=[O:13])([O-:3])=[O:2].[Se](=O)=[O:15].[O:17]1[CH2:22][CH2:21][O:20]CC1. The catalyst is C(O)(=O)C. The product is [OH:15][C:21]1([OH:20])[C:22](=[O:17])[C:5]2[C:9](=[CH:10][CH:11]=[CH:12][C:4]=2[N+:1]([O-:3])=[O:2])[C:8]1=[O:13]. The yield is 1.00. (2) The reactants are [OH:1][C@@H:2]1[CH2:6][CH2:5][N:4]([C:7]([O:9][C:10]([CH3:13])([CH3:12])[CH3:11])=[O:8])[CH2:3]1.[H-].[Na+].[CH2:16](Br)[CH:17]=[CH2:18].O. The catalyst is CN(C=O)C. The product is [CH2:18]([O:1][C@@H:2]1[CH2:6][CH2:5][N:4]([C:7]([O:9][C:10]([CH3:13])([CH3:12])[CH3:11])=[O:8])[CH2:3]1)[CH:17]=[CH2:16]. The yield is 0.970.